Task: Predict the reaction yield, written as a fraction of the theoretical maximum amount of product (1.0 means a 100% yield; for example, 0.34 means a 34% yield).. Dataset: Reaction yield outcomes from USPTO patents with 853,638 reactions (1) The reactants are [CH3:1][C:2]1[CH:10]=[C:6]([C:7]([OH:9])=O)[C:5]([OH:11])=[CH:4][CH:3]=1.[F:12][C:13]([F:26])([F:25])[C:14]1[CH:15]=[C:16]([CH:18]=[C:19]([C:21]([F:24])([F:23])[F:22])[CH:20]=1)[NH2:17]. No catalyst specified. The product is [F:12][C:13]([F:25])([F:26])[C:14]1[CH:15]=[C:16]([NH:17][C:7](=[O:9])[C:6]2[CH:10]=[C:2]([CH3:1])[CH:3]=[CH:4][C:5]=2[OH:11])[CH:18]=[C:19]([C:21]([F:22])([F:24])[F:23])[CH:20]=1. The yield is 0.549. (2) The reactants are [N+:1]([C:4]1[CH:9]=[CH:8][C:7]([S:10]([NH2:13])(=[O:12])=[O:11])=[CH:6][CH:5]=1)([O-:3])=[O:2].[CH2:14]([CH2:18][C:19](=O)[CH3:20])[C:15]([CH3:17])=O.C1(C)C=CC(S(O)(=O)=O)=CC=1.C. The catalyst is C1(C)C=CC=CC=1.C(OCC)(=O)C. The product is [CH3:20][C:19]1[N:13]([S:10]([C:7]2[CH:6]=[CH:5][C:4]([N+:1]([O-:3])=[O:2])=[CH:9][CH:8]=2)(=[O:11])=[O:12])[C:15]([CH3:17])=[CH:14][CH:18]=1. The yield is 0.770. (3) The yield is 0.930. The reactants are Cl[C:2]1[CH:7]=[CH:6][N:5]=[C:4]2[N:8]([CH2:12][C:13]3[CH:18]=[CH:17][C:16]([O:19][CH3:20])=[CH:15][CH:14]=3)[N:9]=[C:10]([I:11])[C:3]=12.[OH:21][C:22]1[CH:23]=[C:24]([CH:30]=[CH:31][CH:32]=1)[C:25]([O:27][CH2:28][CH3:29])=[O:26].C([O-])([O-])=O.[K+].[K+]. The catalyst is CN(C=O)C.O. The product is [I:11][C:10]1[C:3]2[C:4](=[N:5][CH:6]=[CH:7][C:2]=2[O:21][C:22]2[CH:23]=[C:24]([CH:30]=[CH:31][CH:32]=2)[C:25]([O:27][CH2:28][CH3:29])=[O:26])[N:8]([CH2:12][C:13]2[CH:18]=[CH:17][C:16]([O:19][CH3:20])=[CH:15][CH:14]=2)[N:9]=1. (4) The reactants are Br[CH2:2][CH2:3][CH2:4][CH2:5][C:6]([O:8][C:9]([CH3:12])([CH3:11])[CH3:10])=[O:7].[OH:13][C:14]1[C:15](=[O:25])[C:16]2[C:21]([C:22](=[O:24])[CH:23]=1)=[CH:20][CH:19]=[CH:18][CH:17]=2. The catalyst is C1C=CC=CC=1.[Ag]. The product is [O:25]=[C:15]1[C:16]2[C:21](=[CH:20][CH:19]=[CH:18][CH:17]=2)[C:22]([O:24][CH2:2][CH2:3][CH2:4][CH2:5][C:6]([O:8][C:9]([CH3:12])([CH3:11])[CH3:10])=[O:7])=[CH:23][C:14]1=[O:13]. The yield is 0.300. (5) The reactants are C([O:4][CH2:5][C:6]1[CH:11]=[C:10]([CH2:12][O:13]C(=O)C)[CH:9]=[CH:8][C:7]=1[Br:17])(=O)C.C(OCC1C=CC=C(COC(=O)C)C=1Br)(=O)C.[OH-].[Na+]. The catalyst is CO. The product is [OH:4][CH2:5][C:6]1[CH:11]=[C:10]([CH2:12][OH:13])[CH:9]=[CH:8][C:7]=1[Br:17]. The yield is 0.837. (6) The reactants are Cl[C:2]1[C:11]2[C:6](=[CH:7][C:8]([O:14][CH3:15])=[C:9]([O:12][CH3:13])[CH:10]=2)[N:5]=[CH:4][CH:3]=1.[CH3:16][C:17]1[CH:18]=[CH:19][CH:20]=[C:21]([OH:28])[C:22]=1[C:23]([O:25][CH2:26][CH3:27])=[O:24]. The catalyst is CN(C)C1C=CN=CC=1.ClC1C=CC=CC=1Cl. The yield is 0.910. The product is [CH3:13][O:12][C:9]1[CH:10]=[C:11]2[C:6](=[CH:7][C:8]=1[O:14][CH3:15])[N:5]=[CH:4][CH:3]=[C:2]2[O:28][C:21]1[CH:20]=[CH:19][CH:18]=[C:17]([CH3:16])[C:22]=1[C:23]([O:25][CH2:26][CH3:27])=[O:24]. (7) The reactants are [Cl:1][C:2]1[CH:3]=[C:4]([C:8]2[C:13]([O:14][CH3:15])=[CH:12][CH:11]=[C:10]([CH2:16][C:17]3[CH:18]=[CH:19][C:20](F)=[N:21][CH:22]=3)[C:9]=2[F:24])[CH:5]=[CH:6][CH:7]=1.[NH:25]1[CH2:28][CH2:27][CH2:26]1.N12CCCN=C1CCCCC2.Cl. The catalyst is O. The product is [N:25]1([C:20]2[CH:19]=[CH:18][C:17]([CH2:16][C:10]3[C:9]([F:24])=[C:8]([C:4]4[CH:5]=[CH:6][CH:7]=[C:2]([Cl:1])[CH:3]=4)[C:13]([O:14][CH3:15])=[CH:12][CH:11]=3)=[CH:22][N:21]=2)[CH2:28][CH2:27][CH2:26]1. The yield is 0.940. (8) The reactants are Cl[C:2]1[N:11]=[C:10]2[C:5]([C:6](=[O:25])[CH:7]=[C:8]([NH:18][C:19]3[CH:24]=[CH:23][CH:22]=[CH:21][CH:20]=3)[N:9]2[C:12]2[CH:17]=[CH:16][CH:15]=[CH:14][CH:13]=2)=[C:4]([CH3:26])[CH:3]=1.[NH:27]1[CH2:32][CH2:31][O:30][CH2:29][CH2:28]1. The catalyst is O1CCOCC1. The product is [CH3:26][C:4]1[CH:3]=[C:2]([N:27]2[CH2:32][CH2:31][O:30][CH2:29][CH2:28]2)[N:11]=[C:10]2[C:5]=1[C:6](=[O:25])[CH:7]=[C:8]([NH:18][C:19]1[CH:24]=[CH:23][CH:22]=[CH:21][CH:20]=1)[N:9]2[C:12]1[CH:17]=[CH:16][CH:15]=[CH:14][CH:13]=1. The yield is 0.920.